Dataset: NCI-60 drug combinations with 297,098 pairs across 59 cell lines. Task: Regression. Given two drug SMILES strings and cell line genomic features, predict the synergy score measuring deviation from expected non-interaction effect. (1) Drug 1: CNC(=O)C1=CC=CC=C1SC2=CC3=C(C=C2)C(=NN3)C=CC4=CC=CC=N4. Drug 2: C(CC(=O)O)C(=O)CN.Cl. Cell line: HCC-2998. Synergy scores: CSS=13.1, Synergy_ZIP=-4.14, Synergy_Bliss=-6.24, Synergy_Loewe=-4.03, Synergy_HSA=-4.39. (2) Drug 1: C1=CC(=CC=C1CCC2=CNC3=C2C(=O)NC(=N3)N)C(=O)NC(CCC(=O)O)C(=O)O. Cell line: IGROV1. Drug 2: C1=C(C(=O)NC(=O)N1)F. Synergy scores: CSS=42.8, Synergy_ZIP=0.564, Synergy_Bliss=2.49, Synergy_Loewe=4.22, Synergy_HSA=6.17. (3) Drug 1: CC1=C2C(C(=O)C3(C(CC4C(C3C(C(C2(C)C)(CC1OC(=O)C(C(C5=CC=CC=C5)NC(=O)C6=CC=CC=C6)O)O)OC(=O)C7=CC=CC=C7)(CO4)OC(=O)C)O)C)OC(=O)C. Drug 2: CN1C(=O)N2C=NC(=C2N=N1)C(=O)N. Cell line: HCT116. Synergy scores: CSS=37.3, Synergy_ZIP=1.64, Synergy_Bliss=-1.25, Synergy_Loewe=-43.6, Synergy_HSA=-2.46. (4) Drug 1: CN1CCC(CC1)COC2=C(C=C3C(=C2)N=CN=C3NC4=C(C=C(C=C4)Br)F)OC. Drug 2: C(CN)CNCCSP(=O)(O)O. Cell line: A498. Synergy scores: CSS=12.3, Synergy_ZIP=-4.59, Synergy_Bliss=-0.269, Synergy_Loewe=-14.9, Synergy_HSA=-0.759. (5) Drug 1: CCC1(CC2CC(C3=C(CCN(C2)C1)C4=CC=CC=C4N3)(C5=C(C=C6C(=C5)C78CCN9C7C(C=CC9)(C(C(C8N6C=O)(C(=O)OC)O)OC(=O)C)CC)OC)C(=O)OC)O.OS(=O)(=O)O. Drug 2: N.N.Cl[Pt+2]Cl. Cell line: T-47D. Synergy scores: CSS=44.0, Synergy_ZIP=-1.55, Synergy_Bliss=-3.86, Synergy_Loewe=-20.0, Synergy_HSA=-0.911. (6) Drug 1: CC1C(C(CC(O1)OC2CC(CC3=C2C(=C4C(=C3O)C(=O)C5=C(C4=O)C(=CC=C5)OC)O)(C(=O)CO)O)N)O.Cl. Drug 2: CC1C(C(CC(O1)OC2CC(CC3=C2C(=C4C(=C3O)C(=O)C5=CC=CC=C5C4=O)O)(C(=O)C)O)N)O. Cell line: NCI-H522. Synergy scores: CSS=62.5, Synergy_ZIP=-4.92, Synergy_Bliss=-6.25, Synergy_Loewe=-5.09, Synergy_HSA=-2.92. (7) Drug 1: CN(C)N=NC1=C(NC=N1)C(=O)N. Drug 2: CN(CC1=CN=C2C(=N1)C(=NC(=N2)N)N)C3=CC=C(C=C3)C(=O)NC(CCC(=O)O)C(=O)O. Cell line: UACC62. Synergy scores: CSS=10.1, Synergy_ZIP=-5.91, Synergy_Bliss=-7.73, Synergy_Loewe=-6.02, Synergy_HSA=-6.01. (8) Drug 1: C1CCN(CC1)CCOC2=CC=C(C=C2)C(=O)C3=C(SC4=C3C=CC(=C4)O)C5=CC=C(C=C5)O. Drug 2: C1=CC(=CC=C1CC(C(=O)O)N)N(CCCl)CCCl.Cl. Cell line: MOLT-4. Synergy scores: CSS=60.1, Synergy_ZIP=-1.50, Synergy_Bliss=-3.15, Synergy_Loewe=-5.09, Synergy_HSA=-1.44. (9) Drug 1: C1CC(=O)NC(=O)C1N2CC3=C(C2=O)C=CC=C3N. Drug 2: C1=C(C(=O)NC(=O)N1)F. Cell line: NCI/ADR-RES. Synergy scores: CSS=26.8, Synergy_ZIP=-13.6, Synergy_Bliss=-10.9, Synergy_Loewe=-11.4, Synergy_HSA=-6.63. (10) Drug 1: CC1=C(C=C(C=C1)C(=O)NC2=CC(=CC(=C2)C(F)(F)F)N3C=C(N=C3)C)NC4=NC=CC(=N4)C5=CN=CC=C5. Drug 2: B(C(CC(C)C)NC(=O)C(CC1=CC=CC=C1)NC(=O)C2=NC=CN=C2)(O)O. Cell line: HL-60(TB). Synergy scores: CSS=33.5, Synergy_ZIP=3.13, Synergy_Bliss=2.32, Synergy_Loewe=-28.0, Synergy_HSA=-2.83.